From a dataset of Full USPTO retrosynthesis dataset with 1.9M reactions from patents (1976-2016). Predict the reactants needed to synthesize the given product. (1) Given the product [CH3:21][C:20]1[CH:14]=[CH:13][C:12]2[C:11]3[C:6](=[CH:7][C:8]([CH3:23])=[CH:9][CH:10]=3)[C:5]([CH3:16])([CH3:17])[C:18]=2[CH:19]=1, predict the reactants needed to synthesize it. The reactants are: BrC1[CH:14]=[CH:13][C:12]2[C:11]3[C:6](=[CH:7][C:8](Br)=[CH:9][CH:10]=3)[C:5]([CH3:17])([CH3:16])C=2C=1.[CH2:18]([Li])[CH2:19][CH2:20][CH3:21].[CH3:23]I.Cl.N. (2) Given the product [C:1](=[O:2])([O:3][C:4]([CH3:7])([CH3:6])[CH3:5])[O:24][CH:23]([C:21]1[C:20]([Cl:33])=[CH:19][N:18]=[C:17]([NH2:16])[CH:22]=1)[C:25]1[CH:30]=[C:29]([F:31])[CH:28]=[CH:27][C:26]=1[F:32], predict the reactants needed to synthesize it. The reactants are: [C:1](O[C:1]([O:3][C:4]([CH3:7])([CH3:6])[CH3:5])=[O:2])([O:3][C:4]([CH3:7])([CH3:6])[CH3:5])=[O:2].[NH2:16][C:17]1[CH:22]=[C:21]([CH:23]([C:25]2[CH:30]=[C:29]([F:31])[CH:28]=[CH:27][C:26]=2[F:32])[OH:24])[C:20]([Cl:33])=[CH:19][N:18]=1.